From a dataset of hERG potassium channel inhibition data for cardiac toxicity prediction from Karim et al.. Regression/Classification. Given a drug SMILES string, predict its toxicity properties. Task type varies by dataset: regression for continuous values (e.g., LD50, hERG inhibition percentage) or binary classification for toxic/non-toxic outcomes (e.g., AMES mutagenicity, cardiotoxicity, hepatotoxicity). Dataset: herg_karim. (1) The drug is Cc1ncc(CNC2CCN(CCn3c(=O)ccc4ncc(F)cc43)CC2)cc1C#N. The result is 0 (non-blocker). (2) The molecule is CN1Cc2cc(-c3ccc(C[C@@H](C#N)NC(=O)[C@@H]4C[C@@H](O)CCN4)cc3)ccc2C1=O. The result is 0 (non-blocker). (3) The molecule is CC(C)Oc1ccc(S(C)(=O)=O)cc1C(=O)N1CCN(c2ccc(C#N)cc2F)CC1. The result is 1 (blocker). (4) The compound is O=C(N1CCc2ncc(C(F)(F)F)cc2C1)[C@@]12CCC[C@@H]1C[C@@H](NCC1CCOCC1)C2. The result is 0 (non-blocker). (5) The compound is Cc1ncoc1-c1nnc(SCCCN2CCC3(CCCc4cc(Br)ccc43)C2)n1C. The result is 1 (blocker).